Predict which catalyst facilitates the given reaction. From a dataset of Catalyst prediction with 721,799 reactions and 888 catalyst types from USPTO. Reactant: [Cl:1][C:2]1[C:6]([Cl:7])=[C:5]([CH3:8])[NH:4][C:3]=1[C:9]([NH:11][C@@H:12]1[CH2:17][CH2:16][N:15]([C:18]2[S:19][C:20]3[C:26]([C:27]([O:29]CC)=[O:28])=[CH:25][CH:24]=[CH:23][C:21]=3[N:22]=2)[CH2:14][C@@H:13]1[N:32]1[CH:36]=[CH:35][N:34]=[N:33]1)=[O:10].[OH-].[Ba+2].[OH-].Cl. Product: [Cl:1][C:2]1[C:6]([Cl:7])=[C:5]([CH3:8])[NH:4][C:3]=1[C:9]([NH:11][C@@H:12]1[CH2:17][CH2:16][N:15]([C:18]2[S:19][C:20]3[C:26]([C:27]([OH:29])=[O:28])=[CH:25][CH:24]=[CH:23][C:21]=3[N:22]=2)[CH2:14][C@@H:13]1[N:32]1[CH:36]=[CH:35][N:34]=[N:33]1)=[O:10]. The catalyst class is: 24.